Binary Classification. Given a miRNA mature sequence and a target amino acid sequence, predict their likelihood of interaction. From a dataset of Experimentally validated miRNA-target interactions with 360,000+ pairs, plus equal number of negative samples. (1) The miRNA is hsa-miR-615-3p with sequence UCCGAGCCUGGGUCUCCCUCUU. The protein sequence of the target gene is MAEAEESPGDPGTASPRPLFAGLSDISISQDIPVEGEITIPMRSRIREFDSSTLNESVRNTIMRDLKAVGKKFMHVLYPRKSNTLLRDWDLWGPLILCVTLALMLQRDSADSEKDGGPQFAEVFVIVWFGAVTITLNSKLLGGNISFFQSLCVLGYCILPLTVAMLICRLVLLADPGPVNFMVRLFVVIVMFAWSIVASTAFLADSQPPNRRALAVYPVFLFYFVISWMILTFTPQ. Result: 1 (interaction). (2) The miRNA is hsa-miR-3613-3p with sequence ACAAAAAAAAAAGCCCAACCCUUC. The protein sequence of the target gene is MGNSCYNIVATLLLVLNFERTRSLQDPCSNCPAGTFCDNNRNQICSPCPPNSFSSAGGQRTCDICRQCKGVFRTRKECSSTSNAECDCTPGFHCLGAGCSMCEQDCKQGQELTKKGCKDCCFGTFNDQKRGICRPWTNCSLDGKSVLVNGTKERDVVCGPSPADLSPGASSVTPPAPAREPGHSPQIISFFLALTSTALLFLLFFLTLRFSVVKRGRKKLLYIFKQPFMRPVQTTQEEDGCSCRFPEEEEGGCEL. Result: 1 (interaction).